Regression. Given a peptide amino acid sequence and an MHC pseudo amino acid sequence, predict their binding affinity value. This is MHC class II binding data. From a dataset of Peptide-MHC class II binding affinity with 134,281 pairs from IEDB. The peptide sequence is AFKIGLHTEFQTVSF. The MHC is DRB4_0101 with pseudo-sequence DRB4_0103. The binding affinity (normalized) is 0.434.